Dataset: NCI-60 drug combinations with 297,098 pairs across 59 cell lines. Task: Regression. Given two drug SMILES strings and cell line genomic features, predict the synergy score measuring deviation from expected non-interaction effect. Drug 1: CC=C1C(=O)NC(C(=O)OC2CC(=O)NC(C(=O)NC(CSSCCC=C2)C(=O)N1)C(C)C)C(C)C. Drug 2: C1=CC=C(C(=C1)C(C2=CC=C(C=C2)Cl)C(Cl)Cl)Cl. Cell line: SK-MEL-5. Synergy scores: CSS=40.9, Synergy_ZIP=-1.49, Synergy_Bliss=-4.23, Synergy_Loewe=-41.8, Synergy_HSA=-5.17.